Predict the reaction yield, written as a fraction of the theoretical maximum amount of product (1.0 means a 100% yield; for example, 0.34 means a 34% yield). From a dataset of Reaction yield outcomes from USPTO patents with 853,638 reactions. (1) The reactants are C[O:2][C:3]1[C:4]([C:21]2[N:26]=[N:25][C:24]([N:27]([CH3:38])[CH:28]3[CH2:33][C:32]([CH3:35])([CH3:34])[NH:31][C:30]([CH3:37])([CH3:36])[CH2:29]3)=[CH:23][CH:22]=2)=[CH:5][C:6]2[N:10]=[C:9]([CH3:11])[N:8](COCC[Si](C)(C)C)[C:7]=2[CH:20]=1.B(Br)(Br)Br. No catalyst specified. The product is [CH3:11][C:9]1[NH:8][C:7]2[CH:20]=[C:3]([OH:2])[C:4]([C:21]3[N:26]=[N:25][C:24]([N:27]([CH3:38])[CH:28]4[CH2:33][C:32]([CH3:35])([CH3:34])[NH:31][C:30]([CH3:37])([CH3:36])[CH2:29]4)=[CH:23][CH:22]=3)=[CH:5][C:6]=2[N:10]=1. The yield is 0.500. (2) The reactants are [Br:1][C:2]1[C:3]([OH:12])=[N:4][C:5]([CH3:11])=[C:6]([N+:8]([O-:10])=[O:9])[CH:7]=1.[C:26]1(P([C:26]2[CH:31]=[CH:30][CH:29]=[CH:28][CH:27]=2)[C:26]2[CH:31]=[CH:30][CH:29]=[CH:28][CH:27]=2)[CH:31]=[CH:30][CH:29]=[CH:28][CH:27]=1.[N+](C(OC(C)C)=O)(C(O[CH:37]([CH3:39])[CH3:38])=O)=[N-]. The catalyst is C1COCC1. The product is [Br:1][C:2]1[C:3]([O:12][C@H:29]2[CH2:28][CH2:27][C@H:26]([CH:37]([CH3:39])[CH3:38])[CH2:31][CH2:30]2)=[N:4][C:5]([CH3:11])=[C:6]([N+:8]([O-:10])=[O:9])[CH:7]=1. The yield is 0.300. (3) The reactants are [NH2:1][C:2]1[CH:9]=[CH:8][CH:7]=[CH:6][C:3]=1[CH:4]=[O:5].[Cl:10][CH2:11][C:12](Cl)=[O:13].O. The catalyst is ClCCl. The product is [Cl:10][CH2:11][C:12]([NH:1][C:2]1[CH:9]=[CH:8][CH:7]=[CH:6][C:3]=1[CH:4]=[O:5])=[O:13]. The yield is 0.990. (4) The reactants are [CH2:1]([N:8]1[C:12]2[CH:13]=[C:14]([C:17]([O:19]CC)=[O:18])[CH:15]=[CH:16][C:11]=2[N:10]=[CH:9]1)[C:2]1[CH:7]=[CH:6][CH:5]=[CH:4][CH:3]=1.[OH-].[Na+]. The catalyst is C(O)C. The product is [CH2:1]([N:8]1[C:12]2[CH:13]=[C:14]([C:17]([OH:19])=[O:18])[CH:15]=[CH:16][C:11]=2[N:10]=[CH:9]1)[C:2]1[CH:3]=[CH:4][CH:5]=[CH:6][CH:7]=1. The yield is 0.930. (5) The reactants are [CH2:1]([OH:8])[C:2]1[CH:7]=[CH:6][CH:5]=[CH:4][CH:3]=1.N1C=CC=CC=1.[Cl:15][CH:16]([CH3:20])[C:17](Cl)=[O:18]. The catalyst is C(Cl)Cl. The product is [Cl:15][CH:16]([CH3:20])[C:17]([O:8][CH2:1][C:2]1[CH:7]=[CH:6][CH:5]=[CH:4][CH:3]=1)=[O:18]. The yield is 0.900. (6) The reactants are ClC(Cl)(O[C:5](=[O:11])OC(Cl)(Cl)Cl)Cl.[NH2:13][C:14]1[C:15]([CH3:20])=[N:16][CH:17]=[CH:18][CH:19]=1.C(N(CC)CC)C.Cl.Cl.[CH3:30][N:31]1[C:35]2[NH:36][CH2:37][CH2:38][S:39][CH:40]([CH:41]3[CH2:46][CH2:45][NH:44][CH2:43][CH2:42]3)[C:34]=2[C:33]([C:47]2[CH:52]=[CH:51][CH:50]=[CH:49][N:48]=2)=[N:32]1. The catalyst is C1COCC1.C(OCC)(=O)C. The product is [CH3:20][C:15]1[C:14]([NH:13][C:5]([N:44]2[CH2:45][CH2:46][CH:41]([CH:40]3[S:39][CH2:38][CH2:37][NH:36][C:35]4[N:31]([CH3:30])[N:32]=[C:33]([C:47]5[CH:52]=[CH:51][CH:50]=[CH:49][N:48]=5)[C:34]3=4)[CH2:42][CH2:43]2)=[O:11])=[CH:19][CH:18]=[CH:17][N:16]=1. The yield is 0.260. (7) The reactants are [Cl:1][C:2]1[CH:28]=[CH:27][C:26]([Cl:29])=[CH:25][C:3]=1[C:4]([NH:6][NH:7][C:8](=[O:24])[C:9]1[CH:14]=[CH:13][C:12]([O:15][CH2:16][CH2:17][CH2:18][CH2:19][CH2:20][CH2:21][CH2:22][CH3:23])=[CH:11][CH:10]=1)=O.P(Cl)(Cl)(Cl)=O. No catalyst specified. The product is [Cl:1][C:2]1[CH:28]=[CH:27][C:26]([Cl:29])=[CH:25][C:3]=1[C:4]1[O:24][C:8]([C:9]2[CH:14]=[CH:13][C:12]([O:15][CH2:16][CH2:17][CH2:18][CH2:19][CH2:20][CH2:21][CH2:22][CH3:23])=[CH:11][CH:10]=2)=[N:7][N:6]=1. The yield is 0.890.